From a dataset of Full USPTO retrosynthesis dataset with 1.9M reactions from patents (1976-2016). Predict the reactants needed to synthesize the given product. (1) Given the product [Cl:18][C:2]1[N:6]([C:7]2[CH:12]=[CH:11][CH:10]=[CH:9][N:8]=2)[N:5]=[CH:4][C:3]=1[C:13]([O:15][CH2:16][CH3:17])=[O:14], predict the reactants needed to synthesize it. The reactants are: N[C:2]1[N:6]([C:7]2[CH:12]=[CH:11][CH:10]=[CH:9][N:8]=2)[N:5]=[CH:4][C:3]=1[C:13]([O:15][CH2:16][CH3:17])=[O:14].[Cl:18]N1C(=O)CCC1=O.N(OC(C)(C)C)=O. (2) Given the product [CH3:2][C:16]1([C:21]([O:23][CH2:24][CH3:25])=[O:22])[CH2:20][CH2:19][CH2:18][CH2:17]1, predict the reactants needed to synthesize it. The reactants are: [Li][CH2:2]CCC.C(N(C(C)C)C(C)C)(C)C.[CH:16]1([C:21]([O:23][CH2:24][CH3:25])=[O:22])[CH2:20][CH2:19][CH2:18][CH2:17]1.IC. (3) Given the product [CH3:1][C:2]1[CH:11]=[C:10]2[C:5]([CH:6]=[CH:7][CH:8]=[N+:9]2[O-:17])=[CH:4][CH:3]=1, predict the reactants needed to synthesize it. The reactants are: [CH3:1][C:2]1[CH:11]=[C:10]2[C:5]([CH:6]=[CH:7][CH:8]=[N:9]2)=[CH:4][CH:3]=1.ClC1C=C(C=CC=1)C(OO)=[O:17]. (4) Given the product [C:1]([C:3]1[CH:8]=[CH:7][CH:6]=[CH:5][C:4]=1[C:9]1[CH:17]=[CH:16][C:12]([C:13]([NH:28][CH2:29][C@H:30]2[CH2:31][CH2:32][C:33](=[O:35])[NH:34]2)=[O:15])=[C:11]([NH:18][CH2:19][CH2:20][C:21]2[CH:26]=[CH:25][CH:24]=[C:23]([F:27])[CH:22]=2)[N:10]=1)#[N:2], predict the reactants needed to synthesize it. The reactants are: [C:1]([C:3]1[CH:8]=[CH:7][CH:6]=[CH:5][C:4]=1[C:9]1[CH:17]=[CH:16][C:12]([C:13]([OH:15])=O)=[C:11]([NH:18][CH2:19][CH2:20][C:21]2[CH:26]=[CH:25][CH:24]=[C:23]([F:27])[CH:22]=2)[N:10]=1)#[N:2].[NH2:28][CH2:29][C@@H:30]1[NH:34][C:33](=[O:35])[CH2:32][CH2:31]1.C1C=CC2N(O)N=NC=2C=1.CN(C(ON1N=NC2C=CC=CC1=2)=[N+](C)C)C.F[P-](F)(F)(F)(F)F. (5) Given the product [C:13]([O:18][C:2]1([CH3:1])[CH:9]2[CH2:10][CH:5]3[CH2:6][CH:7]([CH2:11][CH:3]1[CH2:4]3)[CH2:8]2)(=[O:17])[C:14]([CH3:16])=[CH2:15], predict the reactants needed to synthesize it. The reactants are: [CH3:1][CH:2]1[CH:9]2[CH2:10][CH:5]3[CH2:6][CH:7]([CH2:11][C:3]1(O)[CH2:4]3)[CH2:8]2.[C:13]([OH:18])(=[O:17])[C:14]([CH3:16])=[CH2:15].B(F)(F)F.CCOCC. (6) Given the product [NH2:1][C:2]1[N:7]=[CH:6][N:5]=[C:4]2[N:8]([C@@H:25]3[CH2:30][CH2:29][CH2:28][N:27]([C:31]([C:32](=[CH:39][CH:36]4[CH2:38][CH2:37]4)[C:33]#[N:34])=[O:35])[CH2:26]3)[N:9]=[C:10]([C:11]3[CH:16]=[CH:15][C:14]([O:17][C:18]4[CH:23]=[CH:22][CH:21]=[CH:20][C:19]=4[F:24])=[CH:13][CH:12]=3)[C:3]=12, predict the reactants needed to synthesize it. The reactants are: [NH2:1][C:2]1[N:7]=[CH:6][N:5]=[C:4]2[N:8]([C@@H:25]3[CH2:30][CH2:29][CH2:28][N:27]([C:31](=[O:35])[CH2:32][C:33]#[N:34])[CH2:26]3)[N:9]=[C:10]([C:11]3[CH:16]=[CH:15][C:14]([O:17][C:18]4[CH:23]=[CH:22][CH:21]=[CH:20][C:19]=4[F:24])=[CH:13][CH:12]=3)[C:3]=12.[CH:36]1([CH:39]=O)[CH2:38][CH2:37]1.N1CCCCC1.